This data is from Forward reaction prediction with 1.9M reactions from USPTO patents (1976-2016). The task is: Predict the product of the given reaction. (1) Given the reactants [CH2:1]([O:8][C:9]1[CH:14]=[CH:13][C:12]([Cl:15])=[CH:11][C:10]=1[OH:16])[C:2]1[CH:7]=[CH:6][CH:5]=[CH:4][CH:3]=1.[CH2:17]([CH:19]1[O:21][CH2:20]1)Cl.C(=O)([O-])[O-].[Cs+].[Cs+], predict the reaction product. The product is: [CH2:1]([O:8][C:9]1[CH:14]=[CH:13][C:12]([Cl:15])=[CH:11][C:10]=1[O:16][CH2:17][CH:19]1[CH2:20][O:21]1)[C:2]1[CH:3]=[CH:4][CH:5]=[CH:6][CH:7]=1. (2) Given the reactants C[Si](Cl)(C)C.Br[CH2:7][C:8]([O:10][C:11]([CH3:14])([CH3:13])[CH3:12])=[O:9].[CH3:15][C:16]1[CH:23]=[C:22]([O:24][CH:25]2[CH2:30][CH2:29][CH2:28][CH2:27][O:26]2)[CH:21]=[C:20]([B:31]2[O:35]C(C)(C)[C:33](C)(C)[O:32]2)[C:17]=1C=O, predict the reaction product. The product is: [OH:35][B:31]1[C:20]2[CH:21]=[C:22]([O:24][CH:25]3[CH2:30][CH2:29][CH2:28][CH2:27][O:26]3)[CH:23]=[C:16]([CH3:15])[C:17]=2[CH:33]([CH2:7][C:8]([O:10][C:11]([CH3:14])([CH3:13])[CH3:12])=[O:9])[O:32]1.